Dataset: Full USPTO retrosynthesis dataset with 1.9M reactions from patents (1976-2016). Task: Predict the reactants needed to synthesize the given product. (1) The reactants are: [CH2:1]([O:3][C:4](=[O:13])[CH2:5][C:6]1[CH:11]=[CH:10][C:9]([NH2:12])=[CH:8][CH:7]=1)[CH3:2].C(O)(=O)C.[CH2:18]([O:25][C:26]1[CH:33]=[C:32]([I:34])[CH:31]=[CH:30][C:27]=1[CH:28]=O)[CH2:19][CH2:20][CH2:21][CH2:22][CH2:23][CH3:24].C([BH3-])#N.[Na+]. Given the product [CH2:18]([O:25][C:26]1[CH:33]=[C:32]([I:34])[CH:31]=[CH:30][C:27]=1[CH2:28][NH:12][C:9]1[CH:8]=[CH:7][C:6]([CH2:5][C:4]([O:3][CH2:1][CH3:2])=[O:13])=[CH:11][CH:10]=1)[CH2:19][CH2:20][CH2:21][CH2:22][CH2:23][CH3:24], predict the reactants needed to synthesize it. (2) Given the product [CH3:3][O:4][C:5]([CH:7]1[CH2:8][CH2:9][N:10]([C:13]2[C:22]3[C:17](=[CH:18][N:19]=[CH:20][CH:21]=3)[C:16]([Br:1])=[C:15]([C:23]3[CH:28]=[CH:27][N:26]=[C:25]([Cl:29])[CH:24]=3)[N:14]=2)[CH2:11][CH2:12]1)=[O:6], predict the reactants needed to synthesize it. The reactants are: [Br:1]Br.[CH3:3][O:4][C:5]([CH:7]1[CH2:12][CH2:11][N:10]([C:13]2[C:22]3[C:17](=[CH:18][N:19]=[CH:20][CH:21]=3)[CH:16]=[C:15]([C:23]3[CH:28]=[CH:27][N:26]=[C:25]([Cl:29])[CH:24]=3)[N:14]=2)[CH2:9][CH2:8]1)=[O:6]. (3) Given the product [Cl:1][C:2]1[CH:32]=[CH:31][C:30]([CH2:33][NH:34][C:35](=[O:40])[C:36]([F:39])([F:38])[F:37])=[CH:29][C:3]=1[C:4]1[NH:6][C:7](=[O:8])[N:9]([C:18]2[CH:23]=[CH:22][C:21]([N+:24]([O-:26])=[O:25])=[C:20]([O:27][CH3:28])[CH:19]=2)[N:10]=1, predict the reactants needed to synthesize it. The reactants are: [Cl:1][C:2]1[CH:32]=[CH:31][C:30]([CH2:33][NH:34][C:35](=[O:40])[C:36]([F:39])([F:38])[F:37])=[CH:29][C:3]=1[C:4]([NH:6][C:7]([N:9]([C:18]1[CH:23]=[CH:22][C:21]([N+:24]([O-:26])=[O:25])=[C:20]([O:27][CH3:28])[CH:19]=1)[NH:10]C(OC(C)(C)C)=O)=[O:8])=O.C(O)(C(F)(F)F)=O. (4) Given the product [CH2:102]([OH:103])[C@H:100]1[O:101][CH:96]([O:95][P:92]([OH:94])([OH:93])=[O:91])[C@H:97]([OH:106])[C@@H:98]([OH:105])[C@@H:99]1[OH:104], predict the reactants needed to synthesize it. The reactants are: C1N(CCO)CCN(CCS(O)(=O)=O)C1.[OH-].[Na+].[Mg+2].[Cl-].[Cl-].C(S)[C@@H](O)[C@H](O)CS.C1N=C(N)C2N=CN([C@@H]3O[C@H](COP(OP(OC[C@H]4O[C@@H](N5C=C(C(N)=O)CC=C5)[C@H](O)[C@@H]4O)(O)=O)(O)=O)[C@@H](O)[C@H]3O)C=2N=1.C1C(=O)NC(=O)N([C@@H]2O[C@H](COP([O:91][P:92]([O:95][C@H:96]3[O:101][C@H:100]([CH2:102][OH:103])[C@@H:99]([OH:104])[C@H:98]([OH:105])[C@H:97]3[OH:106])([OH:94])=[O:93])(O)=O)[C@@H](O)[C@H]2O)C=1. (5) The reactants are: C(O[C:4]([C:6]1[N:7]=[N:8][C:9]([NH:12][CH2:13][C:14]2[C:15]([C:20]3[CH:25]=[CH:24][CH:23]=[C:22]([F:26])[CH:21]=3)=[N:16][O:17][C:18]=2[CH3:19])=[CH:10][CH:11]=1)=[O:5])C.[F:27][C:28]([F:32])([F:31])[CH2:29][NH2:30]. Given the product [F:27][C:28]([F:32])([F:31])[CH2:29][NH:30][C:4]([C:6]1[N:7]=[N:8][C:9]([NH:12][CH2:13][C:14]2[C:15]([C:20]3[CH:25]=[CH:24][CH:23]=[C:22]([F:26])[CH:21]=3)=[N:16][O:17][C:18]=2[CH3:19])=[CH:10][CH:11]=1)=[O:5], predict the reactants needed to synthesize it. (6) Given the product [S:1]1[C:5]2[CH:6]=[CH:7][C:8]([CH2:10][OH:11])=[CH:9][C:4]=2[N:3]=[N:2]1, predict the reactants needed to synthesize it. The reactants are: [S:1]1[C:5]2[CH:6]=[CH:7][C:8]([C:10](O)=[O:11])=[CH:9][C:4]=2[N:3]=[N:2]1.C(N(CC)CC)C.C(OC(Cl)=O)C(C)C.[BH4-].[Na+]. (7) Given the product [OH:25][CH:23]1[CH2:24][CH:19]2[C:20]([CH3:26])([CH:15]3[CH:16]([CH2:17][CH2:18]2)[CH:11]2[C:12]([CH3:29])([CH:8]([CH:2]([CH3:1])[CH2:3][CH2:4][C:5]([N:50]4[CH2:49][CH2:48][S:47][C:46]4=[S:45])=[O:6])[CH2:9][CH2:10]2)[CH:13]([OH:28])[CH2:14]3)[CH2:21][CH2:22]1, predict the reactants needed to synthesize it. The reactants are: [CH3:1][C@@H:2]([C@@H:8]1[C@@:12]2([CH3:29])[C@@H:13]([OH:28])[CH2:14][C@@H:15]3[C@@:20]4([CH3:26])[CH2:21][CH2:22][C@@H:23]([OH:25])[CH2:24][C@H:19]4[CH2:18][C@@H:17](O)[C@H:16]3[C@@H:11]2[CH2:10][CH2:9]1)[CH2:3][CH2:4][C:5](O)=[O:6].C1CCC(N=C=NC2CCCCC2)CC1.[SH:45][C:46]1[S:47][CH2:48][CH2:49][N:50]=1.